This data is from Catalyst prediction with 721,799 reactions and 888 catalyst types from USPTO. The task is: Predict which catalyst facilitates the given reaction. (1) Reactant: CCN=C=NCCCN(C)C.Cl.[C:13]([O:17][C:18](=[O:50])[CH2:19][CH:20]([C:33](=[O:49])[N:34]([C:37]1[CH:42]=[CH:41][C:40]([C:43]2[CH:48]=[CH:47][CH:46]=[CH:45][CH:44]=2)=[CH:39][CH:38]=1)[CH2:35][CH3:36])[CH:21]([CH2:25][CH2:26][C:27]1[CH:32]=[CH:31][CH:30]=[CH:29][CH:28]=1)[C:22](O)=[O:23])([CH3:16])([CH3:15])[CH3:14].[C:51]([O:70][NH2:71])([C:64]1[CH:69]=[CH:68][CH:67]=[CH:66][CH:65]=1)([C:58]1[CH:63]=[CH:62][CH:61]=[CH:60][CH:59]=1)[C:52]1[CH:57]=[CH:56][CH:55]=[CH:54][CH:53]=1. Product: [C:13]([O:17][C:18](=[O:50])[CH2:19][CH:20]([C:33](=[O:49])[N:34]([C:37]1[CH:38]=[CH:39][C:40]([C:43]2[CH:48]=[CH:47][CH:46]=[CH:45][CH:44]=2)=[CH:41][CH:42]=1)[CH2:35][CH3:36])[CH:21]([C:22](=[O:23])[NH:71][O:70][C:51]([C:58]1[CH:63]=[CH:62][CH:61]=[CH:60][CH:59]=1)([C:64]1[CH:65]=[CH:66][CH:67]=[CH:68][CH:69]=1)[C:52]1[CH:57]=[CH:56][CH:55]=[CH:54][CH:53]=1)[CH2:25][CH2:26][C:27]1[CH:32]=[CH:31][CH:30]=[CH:29][CH:28]=1)([CH3:14])([CH3:15])[CH3:16]. The catalyst class is: 90. (2) Reactant: Cl.[NH2:2][CH2:3][CH2:4][CH2:5][CH2:6][CH2:7][NH:8][C:9]1[S:10][C:11]([C:15]([C:17]2[CH:22]=[CH:21][CH:20]=[CH:19][C:18]=2[CH3:23])=[O:16])=[C:12]([CH3:14])[N:13]=1.[C:24]1([S:30](Cl)(=[O:32])=[O:31])[CH:29]=[CH:28][CH:27]=[CH:26][CH:25]=1.CCN(CC)CC. Product: [CH3:14][C:12]1[N:13]=[C:9]([NH:8][CH2:7][CH2:6][CH2:5][CH2:4][CH2:3][NH:2][S:30]([C:24]2[CH:29]=[CH:28][CH:27]=[CH:26][CH:25]=2)(=[O:32])=[O:31])[S:10][C:11]=1[C:15](=[O:16])[C:17]1[CH:22]=[CH:21][CH:20]=[CH:19][C:18]=1[CH3:23]. The catalyst class is: 8. (3) Reactant: [N:1]1[CH:6]=[CH:5][CH:4]=[CH:3][C:2]=1[CH2:7][C:8]([N:10]1[C:18]2[C:13](=[CH:14][C:15]([NH2:19])=[CH:16][CH:17]=2)[CH2:12][CH2:11]1)=[O:9].[F:20][C:21]([F:39])([F:38])[C:22]1[CH:23]=[C:24]([CH:35]=[CH:36][CH:37]=1)[NH:25][C:26]1[CH:34]=[CH:33][CH:32]=[CH:31][C:27]=1[C:28](O)=[O:29].Cl.CN(C)CCCN=C=NCC.O.ON1C2C=CC=CC=2N=N1. Product: [N:1]1[CH:6]=[CH:5][CH:4]=[CH:3][C:2]=1[CH2:7][C:8]([N:10]1[C:18]2[C:13](=[CH:14][C:15]([NH:19][C:28](=[O:29])[C:27]3[CH:31]=[CH:32][CH:33]=[CH:34][C:26]=3[NH:25][C:24]3[CH:35]=[CH:36][CH:37]=[C:22]([C:21]([F:20])([F:38])[F:39])[CH:23]=3)=[CH:16][CH:17]=2)[CH2:12][CH2:11]1)=[O:9]. The catalyst class is: 884.